From a dataset of Full USPTO retrosynthesis dataset with 1.9M reactions from patents (1976-2016). Predict the reactants needed to synthesize the given product. (1) Given the product [Cl:10][C:11]1[CH:16]=[C:15]([O:9][C:5]2[C:6]([CH3:8])=[N:7][C:2]([I:1])=[CH:3][CH:4]=2)[N:14]=[CH:13][N:12]=1, predict the reactants needed to synthesize it. The reactants are: [I:1][C:2]1[N:7]=[C:6]([CH3:8])[C:5]([OH:9])=[CH:4][CH:3]=1.[Cl:10][C:11]1[CH:16]=[C:15](Cl)[N:14]=[CH:13][N:12]=1.C([O-])([O-])=O.[K+].[K+]. (2) Given the product [OH:1][C:2]1[N:7]=[CH:6][C:5]([C@@H:8]([C:15]#[C:16][CH3:17])[CH2:9][C:10]([O:12][CH2:13][CH3:14])=[O:11])=[CH:4][CH:3]=1.[OH:1][C:2]1[N:7]=[CH:6][C:5]([C@H:8]([C:15]#[C:16][CH3:17])[CH2:9][C:10]([O:12][CH2:13][CH3:14])=[O:11])=[CH:4][CH:3]=1, predict the reactants needed to synthesize it. The reactants are: [OH:1][C:2]1[N:7]=[CH:6][C:5]([CH:8]([C:15]#[C:16][CH3:17])[CH2:9][C:10]([O:12][CH2:13][CH3:14])=[O:11])=[CH:4][CH:3]=1.C(=O)=O. (3) Given the product [F:1][CH2:2][CH2:3][C:4]([CH2:9][OH:10])([O:13][CH3:14])[C:5]([O:7][CH3:8])=[O:6], predict the reactants needed to synthesize it. The reactants are: [F:1][CH2:2][CH2:3][C:4]([O:13][CH3:14])([C:9](OC)=[O:10])[C:5]([O:7][CH3:8])=[O:6].[H-].C(O[Al](OC(C)(C)C)OC(C)(C)C)(C)(C)C.[Li+]. (4) Given the product [N:8]1([C:6]2[N:7]=[C:2]([C:31]3[CH:36]=[CH:35][N:34]=[CH:33][CH:32]=3)[C:3]3[CH2:16][CH2:15][N:14]([C:17]4[CH:18]=[N:19][CH:20]=[CH:21][CH:22]=4)[C:4]=3[N:5]=2)[CH2:13][CH2:12][O:11][CH2:10][CH2:9]1, predict the reactants needed to synthesize it. The reactants are: Cl[C:2]1[C:3]2[CH2:16][CH2:15][N:14]([C:17]3[CH:18]=[N:19][CH:20]=[CH:21][CH:22]=3)[C:4]=2[N:5]=[C:6]([N:8]2[CH2:13][CH2:12][O:11][CH2:10][CH2:9]2)[N:7]=1.CC1(C)C(C)(C)OB([C:31]2[CH:36]=[CH:35][N:34]=[CH:33][CH:32]=2)O1.B(O)O. (5) Given the product [CH3:24][O:23][C:13]1[C:11]2[N:12]=[C:8]([NH:7][C:5](=[O:6])[C:4]3[CH:25]=[CH:26][N:27]=[C:2]([NH:37][CH2:34][CH2:35][CH3:36])[CH:3]=3)[S:9][C:10]=2[C:16]([N:17]2[CH2:22][CH2:21][O:20][CH2:19][CH2:18]2)=[CH:15][CH:14]=1, predict the reactants needed to synthesize it. The reactants are: Br[C:2]1[CH:3]=[C:4]([CH:25]=[CH:26][N:27]=1)[C:5]([NH:7][C:8]1[S:9][C:10]2[C:16]([N:17]3[CH2:22][CH2:21][O:20][CH2:19][CH2:18]3)=[CH:15][CH:14]=[C:13]([O:23][CH3:24])[C:11]=2[N:12]=1)=[O:6].C(=O)([O-])[O-].[Cs+].[Cs+].[CH2:34]([NH2:37])[CH2:35][CH3:36].